Task: Regression/Classification. Given a drug SMILES string, predict its toxicity properties. Task type varies by dataset: regression for continuous values (e.g., LD50, hERG inhibition percentage) or binary classification for toxic/non-toxic outcomes (e.g., AMES mutagenicity, cardiotoxicity, hepatotoxicity). Dataset: ld50_zhu.. Dataset: Acute oral toxicity (LD50) regression data from Zhu et al. (1) The drug is Nc1cccc(-n2ccccc2=O)c1. The rat oral LD50 is 1.91, given as -log10 of the dose in mol/kg body weight (higher means more acutely toxic). (2) The drug is CC1(c2ccccc2)OC(C(=O)O)=CC1=O. The rat oral LD50 is 1.86, given as -log10 of the dose in mol/kg body weight (higher means more acutely toxic). (3) The rat oral LD50 is 3.40, given as -log10 of the dose in mol/kg body weight (higher means more acutely toxic). The drug is CCC(=O)OC(Cc1ccccc1)(c1ccccc1)C(C)CN(C)C.